Dataset: Catalyst prediction with 721,799 reactions and 888 catalyst types from USPTO. Task: Predict which catalyst facilitates the given reaction. (1) Reactant: Br[CH:2]([C:8]([C:10]1[CH:15]=[C:14]([Cl:16])[CH:13]=[CH:12][C:11]=1[O:17][CH3:18])=O)[C:3]([O:5][CH2:6][CH3:7])=[O:4].[NH2:19][C:20]([NH2:22])=[S:21]. Product: [NH2:22][C:20]1[S:21][C:2]([C:3]([O:5][CH2:6][CH3:7])=[O:4])=[C:8]([C:10]2[CH:15]=[C:14]([Cl:16])[CH:13]=[CH:12][C:11]=2[O:17][CH3:18])[N:19]=1. The catalyst class is: 8. (2) Reactant: [CH3:1][O:2][C:3]1[CH:8]=[CH:7][C:6]([C:9]2([C:48]3[CH:53]=[CH:52][C:51]([O:54][CH3:55])=[CH:50][CH:49]=3)[C:21]3[CH:20]=[C:19]([N:22]([C:29]4[CH:34]=[CH:33][CH:32]=[CH:31][CH:30]=4)[C:23]4[CH:28]=[CH:27][CH:26]=[CH:25][CH:24]=4)[CH:18]=[CH:17][C:16]=3[C:15]3[C:10]2=[CH:11][C:12]([N:35]([C:42]2[CH:47]=[CH:46][CH:45]=[CH:44][CH:43]=2)[C:36]2[CH:41]=[CH:40][CH:39]=[CH:38][CH:37]=2)=[CH:13][CH:14]=3)=[CH:5][CH:4]=1.B(Br)(Br)Br.Cl. Product: [CH:15]([C:16]1[CH:17]=[CH:18][C:19]([CH2:1][O:2][C:3]2[CH:4]=[CH:5][C:6]([C:9]3([C:48]4[CH:49]=[CH:50][C:51]([O:54][CH2:55][C:3]5[CH:4]=[CH:5][C:6]([CH:9]=[CH2:10])=[CH:7][CH:8]=5)=[CH:52][CH:53]=4)[C:10]4[CH:11]=[C:12]([N:35]([C:42]5[CH:43]=[CH:44][CH:45]=[CH:46][CH:47]=5)[C:36]5[CH:41]=[CH:40][CH:39]=[CH:38][CH:37]=5)[CH:13]=[CH:14][C:15]=4[C:16]4[C:21]3=[CH:20][C:19]([N:22]([C:29]3[CH:34]=[CH:33][CH:32]=[CH:31][CH:30]=3)[C:23]3[CH:28]=[CH:27][CH:26]=[CH:25][CH:24]=3)=[CH:18][CH:17]=4)=[CH:7][CH:8]=2)=[CH:20][CH:21]=1)=[CH2:14]. The catalyst class is: 4. (3) Reactant: [Br:1][C:2]1[CH:3]=[CH:4][C:5]([O:25]C)=[C:6]([C:8]2[CH:13]=[CH:12][CH:11]=[CH:10][C:9]=2[C:14]2[N:19]=[C:18]([C:20]([O:22]CC)=[O:21])[CH:17]=[CH:16][CH:15]=2)[CH:7]=1.B(Br)(Br)Br. Product: [Br:1][C:2]1[CH:3]=[CH:4][C:5]([OH:25])=[C:6]([C:8]2[CH:13]=[CH:12][CH:11]=[CH:10][C:9]=2[C:14]2[N:19]=[C:18]([C:20]([OH:22])=[O:21])[CH:17]=[CH:16][CH:15]=2)[CH:7]=1. The catalyst class is: 4. (4) Reactant: [Cl:1][C:2]1[CH:3]=[C:4]([C:9](=[O:11])[CH3:10])[CH:5]=[CH:6][C:7]=1[F:8].[CH2:12]([O:14][CH:15]([O:21][CH2:22][CH3:23])[C:16](OCC)=[O:17])[CH3:13].[Li+].CC([N-]C(C)C)C. Product: [Cl:1][C:2]1[CH:3]=[C:4]([C:9](=[O:11])/[CH:10]=[C:16](\[OH:17])/[CH:15]([O:21][CH2:22][CH3:23])[O:14][CH2:12][CH3:13])[CH:5]=[CH:6][C:7]=1[F:8]. The catalyst class is: 1. (5) Reactant: C(O)(C(F)(F)F)=O.CC([O:12][C:13](=[O:67])[CH2:14][N:15]1[CH2:26][CH2:25][N:24]([CH2:27][C:28]([N:30]([CH2:41][CH2:42][CH2:43][CH2:44][CH2:45][CH2:46][CH2:47][CH2:48][CH2:49][CH3:50])[CH2:31][CH2:32][CH2:33][CH2:34][CH2:35][CH2:36][CH2:37][CH2:38][CH2:39][CH3:40])=[O:29])[CH2:23][CH2:22][N:21]([CH2:51][C:52]([O:54]C(C)(C)C)=[O:53])[CH2:20][CH2:19][N:18]([CH2:59][C:60]([O:62]C(C)(C)C)=[O:61])[CH2:17][CH2:16]1)(C)C. Product: [CH2:41]([N:30]([CH2:31][CH2:32][CH2:33][CH2:34][CH2:35][CH2:36][CH2:37][CH2:38][CH2:39][CH3:40])[C:28](=[O:29])[CH2:27][N:24]1[CH2:25][CH2:26][N:15]([CH2:14][C:13]([OH:67])=[O:12])[CH2:16][CH2:17][N:18]([CH2:59][C:60]([OH:62])=[O:61])[CH2:19][CH2:20][N:21]([CH2:51][C:52]([OH:54])=[O:53])[CH2:22][CH2:23]1)[CH2:42][CH2:43][CH2:44][CH2:45][CH2:46][CH2:47][CH2:48][CH2:49][CH3:50]. The catalyst class is: 2. (6) Reactant: [C:1]([O:4][CH2:5][C@@H:6]1[O:10][C@H:9]([N:11]2[CH:18]=[C:17]([F:19])[C:15](=O)[NH:14][C:12]2=[O:13])[CH2:8][C@H:7]1[OH:20])(=[O:3])[CH3:2].C(C1C=C(C(C)C)C=C(C(C)C)C=1S(Cl)(=O)=O)(C)C.Cl.[NH2:41][OH:42]. Product: [C:1]([O:4][CH2:5][C@@H:6]1[O:10][C@H:9]([N:11]2[CH:18]=[C:17]([F:19])[C:15]([NH:41][OH:42])=[N:14][C:12]2=[O:13])[CH2:8][C@H:7]1[OH:20])(=[O:3])[CH3:2]. The catalyst class is: 599. (7) Reactant: [CH3:1][N:2]([CH:10]1[CH2:13][N:12]([C:14]2[C:15]3[N:16]([CH:30]=[N:31][N:32]=3)[C:17]3[CH:23]=[C:22]([C:24]#[C:25][Si](C)(C)C)[CH:21]=[N:20][C:18]=3[N:19]=2)[CH2:11]1)C(=O)OC(C)(C)C.CCCC[N+](CCCC)(CCCC)CCCC.[F-].CO. Product: [C:24]([C:22]1[CH:21]=[N:20][C:18]2[N:19]=[C:14]([N:12]3[CH2:13][CH:10]([NH:2][CH3:1])[CH2:11]3)[C:15]3[N:16]([CH:30]=[N:31][N:32]=3)[C:17]=2[CH:23]=1)#[CH:25]. The catalyst class is: 393. (8) Reactant: CCCC[N+](CCCC)(CCCC)CCCC.[F-].[Cl:19][C:20]1[CH:29]=[C:28]([CH:30]=O)[CH:27]=[CH:26][C:21]=1[C:22]([O:24]C)=[O:23].[F:32][C:33]([F:50])([F:49])[CH2:34]P(=O)(C1C=CC=CC=1)C1C=CC=CC=1. Product: [Cl:19][C:20]1[CH:29]=[C:28](/[CH:30]=[CH:34]/[C:33]([F:50])([F:49])[F:32])[CH:27]=[CH:26][C:21]=1[C:22]([OH:24])=[O:23]. The catalyst class is: 1. (9) Reactant: [Cl:1][C:2]1[CH:7]=[C:6]([S:8][C:9]2[CH:14]=[CH:13][C:12]([F:15])=[CH:11][CH:10]=2)[CH:5]=[CH:4][C:3]=1/[CH:16]=[CH:17]/[C:18]([OH:20])=O.C1C=CC2N(O)N=NC=2C=1.O.CN1CCOCC1.[O:39]1[CH:43]=[CH:42][C:41]([C:44]([N:46]2[CH2:51][CH2:50][NH:49][CH2:48][CH2:47]2)=[O:45])=[CH:40]1.CCN=C=NCCCN(C)C. Product: [Cl:1][C:2]1[CH:7]=[C:6]([S:8][C:9]2[CH:10]=[CH:11][C:12]([F:15])=[CH:13][CH:14]=2)[CH:5]=[CH:4][C:3]=1/[CH:16]=[CH:17]/[C:18]([N:49]1[CH2:50][CH2:51][N:46]([C:44]([C:41]2[CH:42]=[CH:43][O:39][CH:40]=2)=[O:45])[CH2:47][CH2:48]1)=[O:20]. The catalyst class is: 85.